Dataset: Full USPTO retrosynthesis dataset with 1.9M reactions from patents (1976-2016). Task: Predict the reactants needed to synthesize the given product. (1) Given the product [CH3:28][O:27][C:11]1[CH:10]=[C:9]([O:5][CH2:4][CH2:3][O:2][CH3:1])[CH:18]=[C:17]2[C:12]=1[C:13](=[O:26])[NH:14][C:15]([C:19]1[CH:24]=[CH:23][N:22]=[C:21]([CH3:25])[CH:20]=1)=[N:16]2, predict the reactants needed to synthesize it. The reactants are: [CH3:1][O:2][CH2:3][CH2:4][OH:5].[H-].[Na+].F[C:9]1[CH:18]=[C:17]2[C:12]([C:13](=[O:26])[NH:14][C:15]([C:19]3[CH:24]=[CH:23][N:22]=[C:21]([CH3:25])[CH:20]=3)=[N:16]2)=[C:11]([O:27][CH3:28])[CH:10]=1. (2) Given the product [C:18]([O:21][C:22]([N:1]1[CH2:6][CH2:5][CH:4]([CH2:7][NH2:8])[CH2:3][CH2:2]1)=[O:23])([CH3:20])([CH3:19])[CH3:17], predict the reactants needed to synthesize it. The reactants are: [NH:1]1[CH2:6][CH2:5][CH:4]([CH2:7][NH2:8])[CH2:3][CH2:2]1.C(=O)C1C=CC=CC=1.[CH3:17][C:18]([O:21][C:22](O[C:22]([O:21][C:18]([CH3:20])([CH3:19])[CH3:17])=[O:23])=[O:23])([CH3:20])[CH3:19]. (3) Given the product [CH2:1]([C:6]1[S:10][C:9]([NH:11][C:12]([C:14]2[N:15]([CH3:22])[CH:16]=[C:17]([N+:19]([O-:21])=[O:20])[CH:18]=2)=[O:13])=[N:8][C:7]=1[C:23]([OH:25])=[O:24])[CH2:2][CH:3]([CH3:5])[CH3:4], predict the reactants needed to synthesize it. The reactants are: [CH2:1]([C:6]1[S:10][C:9]([NH:11][C:12]([C:14]2[N:15]([CH3:22])[CH:16]=[C:17]([N+:19]([O-:21])=[O:20])[CH:18]=2)=[O:13])=[N:8][C:7]=1[C:23]([O:25]C)=[O:24])[CH2:2][CH:3]([CH3:5])[CH3:4].[OH-].[Li+]. (4) The reactants are: [Cl:1][C:2]1[CH:7]=[C:6](Cl)[C:5]([N+:9]([O-:11])=[O:10])=[CH:4][N:3]=1.[CH2:12]([NH2:19])[C:13]1[CH:18]=[CH:17][CH:16]=[CH:15][CH:14]=1.CCN(C(C)C)C(C)C.O. Given the product [CH2:12]([NH:19][C:6]1[C:5]([N+:9]([O-:11])=[O:10])=[CH:4][N:3]=[C:2]([Cl:1])[CH:7]=1)[C:13]1[CH:18]=[CH:17][CH:16]=[CH:15][CH:14]=1, predict the reactants needed to synthesize it. (5) Given the product [Br:10][C:7]1[CH:6]=[C:5]2[C:4](=[CH:9][CH:8]=1)[C:3](=[O:2])[NH:14][CH2:11]2, predict the reactants needed to synthesize it. The reactants are: C[O:2][C:3](=O)[C:4]1[CH:9]=[CH:8][C:7]([Br:10])=[CH:6][C:5]=1[CH2:11]Br.[NH3:14]. (6) Given the product [Cl:1][C:2]1[N:7]=[N:6][C:5]([C:8](=[O:9])[CH3:14])=[CH:4][CH:3]=1, predict the reactants needed to synthesize it. The reactants are: [Cl:1][C:2]1[N:7]=[N:6][C:5]([C:8](N(OC)C)=[O:9])=[CH:4][CH:3]=1.[CH3:14][Mg+].[Br-]. (7) Given the product [Br:16][C:17]1[N:18]=[C:1]([O:3][CH2:4][CH2:5][OH:6])[CH:2]=[CH:21][CH:22]=1, predict the reactants needed to synthesize it. The reactants are: [CH:1]([O:3][CH2:4][CH2:5][OH:6])=[CH2:2].C1(C)C=CC=CC=1.[H-].[Na+].[Br:16][C:17]1[CH:22]=[CH:21]C=C(Br)[N:18]=1. (8) The reactants are: [CH2:1]([N:4]1[C:12]2[C:11](=[O:13])[NH:10][C:9](=[O:14])[NH:8][C:7]=2[N:6]=[CH:5]1)[CH:2]=[CH2:3].C(=O)([O-])[O-].[Na+].[Na+].I[CH2:22][CH2:23][CH2:24][CH2:25][CH3:26]. Given the product [CH2:1]([N:4]1[C:12]2[C:11](=[O:13])[NH:10][C:9](=[O:14])[N:8]([CH2:22][CH2:23][CH2:24][CH2:25][CH3:26])[C:7]=2[N:6]=[CH:5]1)[CH:2]=[CH2:3], predict the reactants needed to synthesize it.